This data is from Catalyst prediction with 721,799 reactions and 888 catalyst types from USPTO. The task is: Predict which catalyst facilitates the given reaction. (1) Reactant: [F:1][C:2]([F:7])([F:6])[C:3]([OH:5])=[O:4].[F:8][C:9]([F:31])([F:30])[C:10]([N:12]1[CH2:17][C:16]2([CH2:22][CH2:21][N:20](C(OC(C)(C)C)=O)[CH2:19][CH2:18]2)[O:15][CH2:14][CH2:13]1)=[O:11].C1(C)C=CC=CC=1. Product: [F:1][C:2]([F:7])([F:6])[C:3]([OH:5])=[O:4].[F:31][C:9]([F:8])([F:30])[C:10]([N:12]1[CH2:17][C:16]2([CH2:22][CH2:21][NH:20][CH2:19][CH2:18]2)[O:15][CH2:14][CH2:13]1)=[O:11]. The catalyst class is: 2. (2) Reactant: [OH:1][C:2]12[CH2:11][CH:6]3[CH2:7][CH:8]([CH2:10][CH:4]([CH:5]3[NH:12][C:13]([C:15]3[CH:28]=[CH:27][C:18]4[N:19]([CH2:22][CH2:23][N:24]=[N+]=[N-])[CH:20]=[N:21][C:17]=4[CH:16]=3)=[O:14])[CH2:3]1)[CH2:9]2. Product: [OH:1][C:2]12[CH2:3][CH:4]3[CH2:10][CH:8]([CH2:7][CH:6]([CH:5]3[NH:12][C:13]([C:15]3[CH:28]=[CH:27][C:18]4[N:19]([CH2:22][CH2:23][NH2:24])[CH:20]=[N:21][C:17]=4[CH:16]=3)=[O:14])[CH2:11]1)[CH2:9]2. The catalyst class is: 19. (3) Reactant: [F:1][C:2]1[CH:3]=[C:4]([NH:27][C:28](=[O:39])[CH2:29][C:30]([NH:32][C:33]2[CH:38]=[CH:37][CH:36]=[CH:35][CH:34]=2)=[O:31])[CH:5]=[CH:6][C:7]=1[O:8][C:9]1[CH:14]=[CH:13][N:12]=[C:11]2[CH:15]=[C:16]([C:18]3[N:19]=[CH:20][N:21]([CH2:23][CH2:24][O:25]C)[CH:22]=3)[S:17][C:10]=12.B(Br)(Br)Br. Product: [F:1][C:2]1[CH:3]=[C:4]([NH:27][C:28](=[O:39])[CH2:29][C:30]([NH:32][C:33]2[CH:38]=[CH:37][CH:36]=[CH:35][CH:34]=2)=[O:31])[CH:5]=[CH:6][C:7]=1[O:8][C:9]1[CH:14]=[CH:13][N:12]=[C:11]2[CH:15]=[C:16]([C:18]3[N:19]=[CH:20][N:21]([CH2:23][CH2:24][OH:25])[CH:22]=3)[S:17][C:10]=12. The catalyst class is: 2.